This data is from Full USPTO retrosynthesis dataset with 1.9M reactions from patents (1976-2016). The task is: Predict the reactants needed to synthesize the given product. (1) Given the product [Cl:1][C:2]1[CH:3]=[CH:4][C:5]([C:9]2[N:13]([CH2:14][CH:15]3[CH2:20][CH2:19][CH2:18][CH2:17][CH2:16]3)[C:12]3[CH:21]=[CH:22][CH:23]=[CH:24][C:11]=3[N:10]=2)=[C:6]([CH:7]=1)[O:8][CH2:26][C:27]1[CH:34]=[CH:33][C:30]([C:31]#[N:32])=[CH:29][C:28]=1[F:35], predict the reactants needed to synthesize it. The reactants are: [Cl:1][C:2]1[CH:3]=[CH:4][C:5]([C:9]2[N:13]([CH2:14][CH:15]3[CH2:20][CH2:19][CH2:18][CH2:17][CH2:16]3)[C:12]3[CH:21]=[CH:22][CH:23]=[CH:24][C:11]=3[N:10]=2)=[C:6]([OH:8])[CH:7]=1.Br[CH2:26][C:27]1[CH:34]=[CH:33][C:30]([C:31]#[N:32])=[CH:29][C:28]=1[F:35]. (2) The reactants are: Br[CH2:2][C:3]([NH2:5])=[O:4].CN(C=O)C.C(=O)([O-])[O-].[Cs+].[Cs+].[OH:17][C:18]1[CH:27]=[CH:26][C:21]([C:22]([O:24][CH3:25])=[O:23])=[C:20]([O:28][CH3:29])[CH:19]=1. Given the product [NH2:5][C:3](=[O:4])[CH2:2][O:17][C:18]1[CH:27]=[CH:26][C:21]([C:22]([O:24][CH3:25])=[O:23])=[C:20]([O:28][CH3:29])[CH:19]=1, predict the reactants needed to synthesize it.